This data is from Forward reaction prediction with 1.9M reactions from USPTO patents (1976-2016). The task is: Predict the product of the given reaction. (1) The product is: [Br:1][C:2]1[CH:8]=[CH:7][C:5]([NH:6][CH:12]=[C:13]([C:14]([O:16][CH2:17][CH3:18])=[O:15])[C:19]([O:21][CH2:22][CH3:23])=[O:20])=[CH:4][CH:3]=1. Given the reactants [Br:1][C:2]1[CH:8]=[CH:7][C:5]([NH2:6])=[CH:4][CH:3]=1.C(O[CH:12]=[C:13]([C:19]([O:21][CH2:22][CH3:23])=[O:20])[C:14]([O:16][CH2:17][CH3:18])=[O:15])C, predict the reaction product. (2) Given the reactants [ClH:1].[CH2:2]([N:4]([CH2:16][CH3:17])[CH2:5][C:6]([C:8]1[CH:13]=[CH:12][C:11]([O:14][CH3:15])=[CH:10][CH:9]=1)=[O:7])[CH3:3], predict the reaction product. The product is: [Cl-:1].[CH2:16]([NH+:4]([CH2:2][CH3:3])[CH2:5][C:6]([C:8]1[CH:9]=[CH:10][C:11]([O:14][CH3:15])=[CH:12][CH:13]=1)=[O:7])[CH3:17]. (3) Given the reactants [CH3:1][C:2]1[C:3]([N+:13]([O-])=O)=[CH:4][C:5]([NH:9][C:10](=[O:12])[CH3:11])=[N+:6]([O-])[CH:7]=1.[H][H], predict the reaction product. The product is: [NH2:13][C:3]1[C:2]([CH3:1])=[CH:7][N:6]=[C:5]([NH:9][C:10](=[O:12])[CH3:11])[CH:4]=1. (4) Given the reactants [CH3:1][O:2][C:3]1[CH:8]=[CH:7][CH:6]=[CH:5][C:4]=1[C:9]1[N:17]2[C:12]([CH:13]=[N:14][C:15](OS(C(F)(F)F)(=O)=O)=[N:16]2)=[CH:11][CH:10]=1.C(N(CC)C(C)C)(C)C.[NH2:35][C:36]1[CH:41]=[CH:40][C:39]([CH:42]2[CH2:47][CH2:46][N:45]([CH2:48][C@H:49]([OH:52])[CH2:50][OH:51])[CH2:44][CH2:43]2)=[CH:38][C:37]=1[O:53][CH3:54], predict the reaction product. The product is: [CH3:54][O:53][C:37]1[CH:38]=[C:39]([CH:42]2[CH2:43][CH2:44][N:45]([CH2:48][C@H:49]([OH:52])[CH2:50][OH:51])[CH2:46][CH2:47]2)[CH:40]=[CH:41][C:36]=1[NH:35][C:15]1[N:14]=[CH:13][C:12]2=[CH:11][CH:10]=[C:9]([C:4]3[CH:5]=[CH:6][CH:7]=[CH:8][C:3]=3[O:2][CH3:1])[N:17]2[N:16]=1.